The task is: Predict which catalyst facilitates the given reaction.. This data is from Catalyst prediction with 721,799 reactions and 888 catalyst types from USPTO. (1) Reactant: [Cl:1][C:2]1[CH:3]=[C:4]2[O:8][C:7]([C:9]3[N:10]=[C:11]4[N:15]([CH:16]=3)[N:14]=[C:13]([O:17][CH3:18])[S:12]4)=[CH:6][C:5]2=[C:19]([OH:21])[CH:20]=1.[CH3:22][O:23][C:24]1[N:29]=[CH:28][C:27]([C:30]2[CH:31]=[C:32]([CH2:36]O)[CH:33]=[CH:34][CH:35]=2)=[CH:26][N:25]=1.C(P(CCCC)CCCC)CCC.C1CCN(C(N=NC(N2CCCCC2)=O)=O)CC1. Product: [Cl:1][C:2]1[CH:20]=[C:19]([O:21][CH2:36][C:32]2[CH:33]=[CH:34][CH:35]=[C:30]([C:27]3[CH:28]=[N:29][C:24]([O:23][CH3:22])=[N:25][CH:26]=3)[CH:31]=2)[C:5]2[CH:6]=[C:7]([C:9]3[N:10]=[C:11]4[N:15]([CH:16]=3)[N:14]=[C:13]([O:17][CH3:18])[S:12]4)[O:8][C:4]=2[CH:3]=1. The catalyst class is: 49. (2) Reactant: C[Al](C)C.[NH2:5][CH2:6][CH2:7][NH2:8].C(O[C:12](=O)[CH2:13][CH2:14][C:15]1[C:23]2[C:18](=[CH:19][CH:20]=[CH:21][CH:22]=2)[N:17]([CH2:24][C:25]2[CH:30]=[CH:29][C:28]([Cl:31])=[CH:27][C:26]=2[Cl:32])[CH:16]=1)C.O. Product: [Cl:32][C:26]1[CH:27]=[C:28]([Cl:31])[CH:29]=[CH:30][C:25]=1[CH2:24][N:17]1[C:18]2[C:23](=[CH:22][CH:21]=[CH:20][CH:19]=2)[C:15]([CH2:14][CH2:13][C:12]2[NH:5][CH2:6][CH2:7][N:8]=2)=[CH:16]1. The catalyst class is: 11. (3) Reactant: [NH2:1][C:2]1[C:7]([C:8]#[N:9])=[CH:6][N:5]=[C:4]([S:10][CH3:11])[N:3]=1.[CH3:12][O:13][C:14](=[O:23])[C:15]1[CH:20]=[CH:19][C:18]([CH2:21]Br)=[CH:17][CH:16]=1.C([O-])([O-])=O.[K+].[K+]. Product: [CH3:12][O:13][C:14](=[O:23])[C:15]1[CH:20]=[CH:19][C:18]([CH2:21][NH:1][C:2]2[C:7]([C:8]#[N:9])=[CH:6][N:5]=[C:4]([S:10][CH3:11])[N:3]=2)=[CH:17][CH:16]=1. The catalyst class is: 57.